This data is from Catalyst prediction with 721,799 reactions and 888 catalyst types from USPTO. The task is: Predict which catalyst facilitates the given reaction. (1) Reactant: [CH:1]1([C:6]([C:12]2[CH:17]=[CH:16][CH:15]=[CH:14][CH:13]=2)([OH:11])[C:7]([O:9][CH3:10])=[O:8])[CH2:5][CH2:4][CH2:3][CH2:2]1.[CH3:18][N:19]1[CH2:23]C[CH:21](O)[CH2:20]1.CCCCCCC.CCOC(C)=O. Product: [CH:1]1([C:6]([C:12]2[CH:17]=[CH:16][CH:15]=[CH:14][CH:13]=2)([OH:11])[C:7]([O:9][CH:10]2[CH2:21][CH2:20][N:19]([CH3:23])[CH2:18]2)=[O:8])[CH2:5][CH2:4][CH2:3][CH2:2]1. The catalyst class is: 14. (2) Product: [I-:1].[OH:3][C:4]1[C:9]2[CH2:10][C@@H:11]3[C:16]([CH3:18])([CH3:17])[C@:15]([CH3:19])([C:8]=2[CH:7]=[CH:6][CH:5]=1)[CH2:14][CH2:13][N:12]3[C:20]([N:22]1[CH:26]=[CH:25][N+:24]([CH3:2])=[CH:23]1)=[O:21]. Reactant: [I:1][CH3:2].[OH:3][C:4]1[C:9]2[CH2:10][C@@H:11]3[C:16]([CH3:18])([CH3:17])[C@:15]([CH3:19])([C:8]=2[CH:7]=[CH:6][CH:5]=1)[CH2:14][CH2:13][N:12]3[C:20]([N:22]1[CH:26]=[CH:25][N:24]=[CH:23]1)=[O:21]. The catalyst class is: 10.